From a dataset of Catalyst prediction with 721,799 reactions and 888 catalyst types from USPTO. Predict which catalyst facilitates the given reaction. (1) Reactant: [NH2:1][C:2]1[CH:36]=[CH:35][C:5]([CH2:6][C@@H:7]([C:16]([NH:18][CH2:19][CH2:20][CH2:21][CH2:22][O:23][C:24]2[CH:33]=[CH:32][CH:31]=[C:30]([OH:34])[C:25]=2[C:26]([O:28][CH3:29])=[O:27])=[O:17])[NH:8][C:9]([O:11][C:12]([CH3:15])([CH3:14])[CH3:13])=[O:10])=[CH:4][CH:3]=1.O=[C:38]([CH2:45][CH3:46])[CH2:39][C:40]([O:42][CH2:43][CH3:44])=[O:41].C([O-])(=O)C.[Na+].[Na]. Product: [C:12]([O:11][C:9]([NH:8][C@H:7]([C:16]([NH:18][CH2:19][CH2:20][CH2:21][CH2:22][O:23][C:24]1[CH:33]=[CH:32][CH:31]=[C:30]([OH:34])[C:25]=1[C:26]([O:28][CH3:29])=[O:27])=[O:17])[CH2:6][C:5]1[CH:4]=[CH:3][C:2]([NH:1][CH:38]([CH2:45][CH3:46])[CH2:39][C:40]([O:42][CH2:43][CH3:44])=[O:41])=[CH:36][CH:35]=1)=[O:10])([CH3:13])([CH3:15])[CH3:14]. The catalyst class is: 212. (2) Reactant: Cl.[CH3:2][C:3]1[CH:16]=[CH:15][C:6]([CH2:7][NH:8][C@H:9]([C:12]([OH:14])=[O:13])[CH2:10][SeH:11])=[CH:5][CH:4]=1.C(=O)([O-])[O-].[K+].[K+].[C:23]([O:27][C:28](O[C:28]([O:27][C:23]([CH3:26])([CH3:25])[CH3:24])=[O:29])=[O:29])([CH3:26])([CH3:25])[CH3:24]. Product: [C:23]([O:27][C:28]([N:8]([CH2:7][C:6]1[CH:5]=[CH:4][C:3]([CH3:2])=[CH:16][CH:15]=1)[C@H:9]([C:12]([OH:14])=[O:13])[CH2:10][SeH:11])=[O:29])([CH3:26])([CH3:25])[CH3:24]. The catalyst class is: 127.